From a dataset of Full USPTO retrosynthesis dataset with 1.9M reactions from patents (1976-2016). Predict the reactants needed to synthesize the given product. (1) Given the product [CH3:1][C:2]([CH3:25])=[CH:3][CH2:4][C:5]1[C:17]([OH:18])=[CH:16][CH:15]=[CH:14][C:6]=1[OH:7], predict the reactants needed to synthesize it. The reactants are: [CH3:1][C:2]([CH3:25])=[CH:3][CH2:4][C:5]1[C:17]([O:18]C2CCCCO2)=[CH:16][CH:15]=[CH:14][C:6]=1[O:7]C1CCCCO1.CO.C(O)(=O)C(O)=O. (2) Given the product [F:26][C:20]1[CH:21]=[C:22]([F:25])[CH:23]=[CH:24][C:19]=1[C:16]1[CH:15]=[CH:14][C:13]([C@@H:11]([N:7]2[CH2:6][CH2:5][C@:4]([CH2:3][CH2:2][NH:1][C:40](=[O:42])[CH3:41])([C:27]3[CH:28]=[CH:29][C:30]([F:33])=[CH:31][CH:32]=3)[O:9][C:8]2=[O:10])[CH3:12])=[CH:18][CH:17]=1, predict the reactants needed to synthesize it. The reactants are: [NH2:1][CH2:2][CH2:3][C@@:4]1([C:27]2[CH:32]=[CH:31][C:30]([F:33])=[CH:29][CH:28]=2)[O:9][C:8](=[O:10])[N:7]([C@H:11]([C:13]2[CH:18]=[CH:17][C:16]([C:19]3[CH:24]=[CH:23][C:22]([F:25])=[CH:21][C:20]=3[F:26])=[CH:15][CH:14]=2)[CH3:12])[CH2:6][CH2:5]1.N1C=CC=CC=1.[C:40](OC(=O)C)(=[O:42])[CH3:41]. (3) The reactants are: [O:1]=[C:2]1[C:10]2[C:5](=[N:6][C:7]([CH2:11][CH2:12][CH:13]=O)=[CH:8][CH:9]=2)[CH2:4][O:3]1.[OH:15][CH:16]1[CH2:21][CH2:20][CH2:19][NH:18][CH2:17]1. Given the product [OH:15][CH:16]1[CH2:21][CH2:20][CH2:19][N:18]([CH2:13][CH2:12][CH2:11][C:7]2[N:6]=[C:5]3[CH2:4][O:3][C:2](=[O:1])[C:10]3=[CH:9][CH:8]=2)[CH2:17]1, predict the reactants needed to synthesize it. (4) Given the product [Cl:34][C:14]1[C:13]2[CH:12]=[CH:11][N:10]([CH2:9][C:6]3[CH:7]=[CH:8][C:3]([O:2][CH3:1])=[CH:4][CH:5]=3)[C:18]=2[C:17]([C:19]([O:21][CH2:22][CH3:23])=[O:20])=[CH:16][N:15]=1, predict the reactants needed to synthesize it. The reactants are: [CH3:1][O:2][C:3]1[CH:8]=[CH:7][C:6]([CH2:9][N:10]2[C:18]3[C:17]([C:19]([O:21][CH2:22][CH3:23])=[O:20])=[CH:16][NH:15][C:14](=O)[C:13]=3[CH:12]=[CH:11]2)=[CH:5][CH:4]=1.P(Cl)([Cl:34])(OC1C=CC=CC=1)=O. (5) Given the product [C:19]1(=[O:20])[NH:15][C:16](=[O:25])[C:17]2=[CH:24][CH:23]=[CH:22][CH:21]=[C:18]12, predict the reactants needed to synthesize it. The reactants are: N1C=C(C2C=NC=CC=2)N=C1.BrCC[N:15]1[C:19](=[O:20])[C:18]2=[CH:21][CH:22]=[CH:23][CH:24]=[C:17]2[C:16]1=[O:25].[H-].[Na+].C(=O)([O-])O.[Na+]. (6) Given the product [Cl:1][C:2]1[C@H:3]([O:30][CH3:32])[C@H:4]2[CH2:29][C@@:7]3([C:18]=1[C:17]1[CH:16]=[CH:15][C:14]4[NH:13][N:12]=[CH:11][C:10]=4[C:9]=1[CH2:8]3)[CH2:6][CH2:5]2, predict the reactants needed to synthesize it. The reactants are: [Cl:1][C:2]1[C@H:3]([OH:30])[C@H:4]2[CH2:29][C@@:7]3([C:18]=1[C:17]1[CH:16]=[CH:15][C:14]4[N:13](S(C5C=CC(C)=CC=5)(=O)=O)[N:12]=[CH:11][C:10]=4[C:9]=1[CH2:8]3)[CH2:6][CH2:5]2.Cl[C:32]1[C@H](O)[C@H]2C[C@@]3(C=1C1C=CC4C(=CN(S(C5C=CC(C)=CC=5)(=O)=O)N=4)C=1C3)CC2.S([O-])([O-])(=O)=O.[Ca+2].[OH-].[Na+]. (7) Given the product [CH2:1]([C@:8]1([C:23]([NH:25][CH2:26][C:27](=[O:34])[C:28]2[CH:29]=[CH:30][CH:31]=[CH:32][CH:33]=2)=[O:24])[O:12][C:11](=[O:13])[N:10]([C@@H:14]([C:16]2[CH:21]=[CH:20][CH:19]=[CH:18][CH:17]=2)[CH3:15])[C:9]1=[O:22])[C:2]1[CH:7]=[CH:6][CH:5]=[CH:4][CH:3]=1, predict the reactants needed to synthesize it. The reactants are: [CH2:1]([C@:8]1([C:23]([NH:25][CH2:26][CH:27]([OH:34])[C:28]2[CH:33]=[CH:32][CH:31]=[CH:30][CH:29]=2)=[O:24])[O:12][C:11](=[O:13])[N:10]([C@@H:14]([C:16]2[CH:21]=[CH:20][CH:19]=[CH:18][CH:17]=2)[CH3:15])[C:9]1=[O:22])[C:2]1[CH:7]=[CH:6][CH:5]=[CH:4][CH:3]=1.CC(OI1(OC(C)=O)(OC(C)=O)OC(=O)C2C=CC=CC1=2)=O.C(=O)(O)[O-].[Na+].S([O-])([O-])(=O)=S.[Na+].[Na+].